Task: Predict which catalyst facilitates the given reaction.. Dataset: Catalyst prediction with 721,799 reactions and 888 catalyst types from USPTO (1) Reactant: Cl.[I:2][C:3]1[C:11]2[C:6](=[N:7][CH:8]=[N:9][C:10]=2[NH2:12])[N:5]([CH:13]2[CH2:17][CH2:16][NH:15][CH2:14]2)[N:4]=1.[CH3:18][N:19]([CH3:24])[CH2:20][C:21](O)=[O:22].ON1C2N=CC=CC=2N=N1.Cl.CN(C)CCCN=C=NCC.C(N(C(C)C)CC)(C)C. Product: [NH2:12][C:10]1[N:9]=[CH:8][N:7]=[C:6]2[N:5]([CH:13]3[CH2:17][CH2:16][N:15]([C:21](=[O:22])[CH2:20][N:19]([CH3:24])[CH3:18])[CH2:14]3)[N:4]=[C:3]([I:2])[C:11]=12. The catalyst class is: 46. (2) Product: [F:1][C:2]1[CH:11]=[C:10]([N:12]2[CH2:17][CH2:16][N:15]3[CH2:18][CH2:19][CH2:20][C@H:14]3[CH2:13]2)[CH:9]=[CH:8][C:3]=1[C:4]([OH:6])=[O:5]. The catalyst class is: 193. Reactant: [F:1][C:2]1[CH:11]=[C:10]([N:12]2[CH2:17][CH2:16][N:15]3[CH2:18][CH2:19][CH2:20][C@H:14]3[CH2:13]2)[CH:9]=[CH:8][C:3]=1[C:4]([O:6]C)=[O:5].O.[OH-].[Li+]. (3) Reactant: [N:1]([C:4]1[CH:82]=[CH:81][C:7]([CH2:8][O:9][C:10]([NH:12][C@@H:13]([CH2:74][S:75][S:76][C:77]([CH3:80])([CH3:79])[CH3:78])[C:14]([NH:16][CH2:17][CH2:18][CH2:19][CH2:20][C@@H:21]([NH:66]C(OC(C)(C)C)=O)[C:22]([O:24][C@H:25]2[C@@H:29]([OH:30])[C@H:28]([N:31]3[CH:39]=[N:38][C:37]4[C:32]3=[N:33][CH:34]=[N:35][C:36]=4[NH2:40])[O:27][C@H:26]2[CH2:41][O:42][P:43]([O:46][C@H:47]2[CH2:51][C@H:50]([N:52]3[CH:57]=[CH:56][C:55]([NH2:58])=[N:54][C:53]3=[O:59])[O:49][C@@H:48]2[CH2:60][O:61][P:62]([OH:65])([OH:64])=[O:63])([OH:45])=[O:44])=[O:23])=[O:15])=[O:11])=[CH:6][CH:5]=1)=[N+:2]=[N-:3].FC(F)(F)C(O)=O. Product: [NH2:66][C@H:21]([CH2:20][CH2:19][CH2:18][CH2:17][NH:16][C:14](=[O:15])[C@@H:13]([NH:12][C:10]([O:9][CH2:8][C:7]1[CH:81]=[CH:82][C:4]([N:1]=[N+:2]=[N-:3])=[CH:5][CH:6]=1)=[O:11])[CH2:74][S:75][S:76][C:77]([CH3:80])([CH3:79])[CH3:78])[C:22]([O:24][C@H:25]1[C@@H:29]([OH:30])[C@H:28]([N:31]2[CH:39]=[N:38][C:37]3[C:32]2=[N:33][CH:34]=[N:35][C:36]=3[NH2:40])[O:27][C@H:26]1[CH2:41][O:42][P:43]([O:46][C@H:47]1[CH2:51][C@H:50]([N:52]2[CH:57]=[CH:56][C:55]([NH2:58])=[N:54][C:53]2=[O:59])[O:49][C@@H:48]1[CH2:60][O:61][P:62]([OH:65])([OH:64])=[O:63])([OH:45])=[O:44])=[O:23]. The catalyst class is: 4. (4) Reactant: [CH3:1][O:2][C:3]1[CH:8]=[C:7]([N+:9]([O-])=O)[CH:6]=[CH:5][C:4]=1[NH:12][C:13]([CH:15]1[NH:19][CH:18]([CH2:20][C:21]([CH3:24])([CH3:23])[CH3:22])[C:17]2([C:32]3[C:27](=[CH:28][C:29]([Cl:33])=[CH:30][CH:31]=3)[NH:26][C:25]2=[O:34])[CH:16]1[C:35]1[CH:40]=[CH:39][CH:38]=[C:37]([Cl:41])[C:36]=1[F:42])=[O:14].[NH4+].[Cl-]. Product: [NH2:9][C:7]1[CH:6]=[CH:5][C:4]([NH:12][C:13]([CH:15]2[NH:19][CH:18]([CH2:20][C:21]([CH3:24])([CH3:23])[CH3:22])[C:17]3([C:32]4[C:27](=[CH:28][C:29]([Cl:33])=[CH:30][CH:31]=4)[NH:26][C:25]3=[O:34])[CH:16]2[C:35]2[CH:40]=[CH:39][CH:38]=[C:37]([Cl:41])[C:36]=2[F:42])=[O:14])=[C:3]([O:2][CH3:1])[CH:8]=1. The catalyst class is: 284. (5) Reactant: [NH2:1][C:2]1[CH:7]=[CH:6][C:5]([C:8]([CH3:12])([CH3:11])[C:9]#[N:10])=[CH:4][CH:3]=1.[Cl:13][C:14]1[C:22]([O:23][CH3:24])=[C:21]([O:25][CH3:26])[CH:20]=[CH:19][C:15]=1[C:16](O)=[O:17].C1C=CC2N(O)N=NC=2C=1.C(Cl)CCl. Product: [Cl:13][C:14]1[C:22]([O:23][CH3:24])=[C:21]([O:25][CH3:26])[CH:20]=[CH:19][C:15]=1[C:16]([NH:1][C:2]1[CH:3]=[CH:4][C:5]([C:8]([C:9]#[N:10])([CH3:12])[CH3:11])=[CH:6][CH:7]=1)=[O:17]. The catalyst class is: 2. (6) Reactant: [Si]([O:8][CH2:9][CH:10]1[C:14]2=[N:15][NH:16][CH:17]=[C:13]2[C@@H:12]([CH:18]2[CH2:20][CH2:19]2)[N:11]1C(OC(C)(C)C)=O)(C(C)(C)C)(C)C.Cl. Product: [CH:18]1([C@@H:12]2[C:13]3[C:14](=[N:15][NH:16][CH:17]=3)[CH:10]([CH2:9][OH:8])[NH:11]2)[CH2:20][CH2:19]1. The catalyst class is: 12.